This data is from Reaction yield outcomes from USPTO patents with 853,638 reactions. The task is: Predict the reaction yield, written as a fraction of the theoretical maximum amount of product (1.0 means a 100% yield; for example, 0.34 means a 34% yield). (1) The yield is 0.230. The catalyst is C(O)CC.C1C=CC(P(C2C=CC=CC=2)[C-]2C=CC=C2)=CC=1.C1C=CC(P(C2C=CC=CC=2)[C-]2C=CC=C2)=CC=1.Cl[Pd]Cl.[Fe+2]. The reactants are Br[C:2]1[CH:3]=[C:4]2[N:10]=[CH:9][N:8]([CH2:11][C:12]3[CH:28]=[CH:27][C:15]4[N:16]=[C:17]([NH:19][C@@H:20]5[CH2:25][CH2:24][CH2:23][CH2:22][C@H:21]5[OH:26])[S:18][C:14]=4[CH:13]=3)[C:5]2=[N:6][CH:7]=1.[CH:29]([B-](F)(F)F)=[CH2:30].[K+].C(Cl)Cl. The product is [CH:29]([C:2]1[CH:3]=[C:4]2[N:10]=[CH:9][N:8]([CH2:11][C:12]3[CH:28]=[CH:27][C:15]4[N:16]=[C:17]([NH:19][C@@H:20]5[CH2:25][CH2:24][CH2:23][CH2:22][C@H:21]5[OH:26])[S:18][C:14]=4[CH:13]=3)[C:5]2=[N:6][CH:7]=1)=[CH2:30]. (2) The catalyst is CN(C=O)C.C(#N)C.CCOC(C)=O.O. The product is [C:1]([O:4][C@@H:5]1[CH2:9][C@@H:8]([CH2:10][O:11][S:39](=[O:41])(=[O:40])[NH2:42])[O:7][C@H:6]1[N:12]1[CH:20]=[N:19][C:18]2[C:13]1=[N:14][CH:15]=[N:16][C:17]=2[NH:21][C@@H:22]1[C:30]2[C:25](=[CH:26][CH:27]=[CH:28][CH:29]=2)[CH2:24][CH2:23]1)(=[O:3])[CH3:2]. The yield is 0.520. The reactants are [C:1]([O:4][C@@H:5]1[CH2:9][C@@H:8]([CH2:10][OH:11])[O:7][C@H:6]1[N:12]1[CH:20]=[N:19][C:18]2[C:13]1=[N:14][CH:15]=[N:16][C:17]=2[NH:21][C@@H:22]1[C:30]2[C:25](=[CH:26][CH:27]=[CH:28][CH:29]=2)[CH2:24][CH2:23]1)(=[O:3])[CH3:2].C(N(CC)CC)C.Cl[S:39]([NH2:42])(=[O:41])=[O:40]. (3) The reactants are [CH3:1][NH:2][C:3]1[CH:8]=[CH:7][CH:6]=[C:5]([N+:9]([O-:11])=[O:10])[CH:4]=1.[C:20](O[C:20]([O:22][C:23]([CH3:26])([CH3:25])[CH3:24])=[O:21])([O:22][C:23]([CH3:26])([CH3:25])[CH3:24])=[O:21].N1C=CC(N)=CC=1. The catalyst is C1COCC1. The product is [C:23]([O:22][C:20](=[O:21])[N:2]([CH3:1])[C:3]1[CH:8]=[CH:7][CH:6]=[C:5]([N+:9]([O-:11])=[O:10])[CH:4]=1)([CH3:24])([CH3:25])[CH3:26]. The yield is 0.970. (4) The product is [F:28][C:29]1([F:35])[CH2:34][CH2:33][N:32]([CH2:2][CH2:3][O:4][C:5]2[CH:10]=[CH:9][C:8]([NH:11][C:12](=[O:20])[C:13]3[CH:18]=[CH:17][CH:16]=[C:15]([F:19])[CH:14]=3)=[CH:7][C:6]=2[C:21]2[N:22]([CH3:26])[N:23]=[CH:24][CH:25]=2)[CH2:31][CH2:30]1. The reactants are Br[CH2:2][CH2:3][O:4][C:5]1[CH:10]=[CH:9][C:8]([NH:11][C:12](=[O:20])[C:13]2[CH:18]=[CH:17][CH:16]=[C:15]([F:19])[CH:14]=2)=[CH:7][C:6]=1[C:21]1[N:22]([CH3:26])[N:23]=[CH:24][CH:25]=1.Cl.[F:28][C:29]1([F:35])[CH2:34][CH2:33][NH:32][CH2:31][CH2:30]1.C(=O)([O-])[O-].[K+].[K+]. The yield is 0.180. The catalyst is CN(C=O)C. (5) The reactants are C(=O)([O-])[O-].[K+].[K+].Cl.[F:8][C:9]1([F:15])[CH2:14][CH2:13][NH:12][CH2:11][CH2:10]1.CC1C=CC(S(O[CH2:27][CH:28]2[CH2:33][O:32][CH2:31][C:30](=[O:34])[NH:29]2)(=O)=O)=CC=1. The catalyst is C(#N)C. The product is [F:8][C:9]1([F:15])[CH2:14][CH2:13][N:12]([CH2:27][CH:28]2[NH:29][C:30](=[O:34])[CH2:31][O:32][CH2:33]2)[CH2:11][CH2:10]1. The yield is 0.730. (6) The reactants are [CH2:1]([CH:3]1[CH2:7][N:6]([C:8]([NH:10][CH2:11][CH3:12])=[NH:9])[N:5]=[CH:4]1)[CH3:2].CCN(C(C)C)C(C)C.Cl[S:23]([C:26]1[CH:34]=[CH:33][C:29]([C:30]([OH:32])=[O:31])=[CH:28][CH:27]=1)(=[O:25])=[O:24]. The catalyst is C(Cl)Cl. The product is [CH2:11]([NH:10][C:8](=[N:9][S:23]([C:26]1[CH:27]=[CH:28][C:29]([C:30]([OH:32])=[O:31])=[CH:33][CH:34]=1)(=[O:25])=[O:24])[N:6]1[CH2:7][CH:3]([CH2:1][CH3:2])[CH:4]=[N:5]1)[CH3:12]. The yield is 0.0400. (7) The reactants are [N:1]1[CH:6]=[CH:5]C=[CH:3][CH:2]=1.[OH-:7].[Na+].C([N:11]=[C:12]=[S:13])C. The catalyst is O. The product is [CH2:6]([N:1]1[C:2](=[O:7])[CH2:3][NH:11][C:12]1=[S:13])[CH3:5]. The yield is 0.900. (8) The reactants are [CH:1]([NH:4][NH2:5])([CH3:3])[CH3:2].[F:6][C:7]([F:18])([F:17])[C:8](=O)[CH:9]([CH3:15])[C:10]([O:12]CC)=O.Cl. The catalyst is C(O)C. The product is [OH:12][C:10]1[N:4]([CH:1]([CH3:3])[CH3:2])[N:5]=[C:8]([C:7]([F:6])([F:17])[F:18])[C:9]=1[CH3:15]. The yield is 0.870.